Dataset: Forward reaction prediction with 1.9M reactions from USPTO patents (1976-2016). Task: Predict the product of the given reaction. (1) Given the reactants [CH:1]([C:3]1[CH:4]=[C:5]([CH2:9][C:10]([NH:12][C:13]2[CH:14]=[N:15][CH:16]=[C:17]([C:19]([C:21]3[C:29]4[CH:28]=[N:27][CH:26]=[N:25][C:24]=4[N:23]([CH:30]([CH3:32])[CH3:31])[CH:22]=3)=[O:20])[CH:18]=2)=[O:11])[CH:6]=[CH:7][CH:8]=1)=O.[F:33][CH:34]1[CH2:37][NH:36][CH2:35]1, predict the reaction product. The product is: [F:33][CH:34]1[CH2:37][N:36]([CH2:1][C:3]2[CH:4]=[C:5]([CH2:9][C:10]([NH:12][C:13]3[CH:14]=[N:15][CH:16]=[C:17]([C:19]([C:21]4[C:29]5[CH:28]=[N:27][CH:26]=[N:25][C:24]=5[N:23]([CH:30]([CH3:32])[CH3:31])[CH:22]=4)=[O:20])[CH:18]=3)=[O:11])[CH:6]=[CH:7][CH:8]=2)[CH2:35]1. (2) Given the reactants [C:1]([O:5][C:6](=[O:25])[NH:7][C:8]1[CH:13]=[C:12]([N:14]2[CH2:19][CH2:18][O:17][CH2:16][CH2:15]2)[C:11]([C:20]([F:23])([F:22])[F:21])=[CH:10][C:9]=1[NH2:24])([CH3:4])([CH3:3])[CH3:2].C([O:30][C:31](=O)[CH2:32][C:33](=[O:53])[C:34]1[CH:39]=[CH:38][CH:37]=[C:36]([N:40]2[C:44]([CH2:45][O:46][CH:47]3[CH2:52][CH2:51][CH2:50][CH2:49][O:48]3)=[CH:43][N:42]=[N:41]2)[CH:35]=1)(C)(C)C, predict the reaction product. The product is: [C:1]([O:5][C:6](=[O:25])[NH:7][C:8]1[CH:13]=[C:12]([N:14]2[CH2:15][CH2:16][O:17][CH2:18][CH2:19]2)[C:11]([C:20]([F:21])([F:22])[F:23])=[CH:10][C:9]=1[NH:24][C:31](=[O:30])[CH2:32][C:33](=[O:53])[C:34]1[CH:39]=[CH:38][CH:37]=[C:36]([N:40]2[C:44]([CH2:45][O:46][CH:47]3[CH2:52][CH2:51][CH2:50][CH2:49][O:48]3)=[CH:43][N:42]=[N:41]2)[CH:35]=1)([CH3:4])([CH3:2])[CH3:3]. (3) Given the reactants [NH:1]([C:16]([CH2:18][CH2:19][CH2:20][CH2:21][CH2:22][CH2:23][CH2:24][CH2:25][CH2:26][CH2:27][CH2:28][CH2:29][CH2:30][CH2:31][CH3:32])=[O:17])[CH2:2][C:3](N[C@H](C(O)=O)CC1N=CNC=1)=[O:4].[OH2:33], predict the reaction product. The product is: [NH:1]([C:16]([CH2:18][CH2:19][CH2:20][CH2:21][CH2:22][CH2:23][CH2:24][CH2:25][CH2:26][CH2:27][CH2:28][CH2:29][CH2:30][CH2:31][CH3:32])=[O:17])[CH2:2][C:3]([OH:4])=[O:33]. (4) Given the reactants [Cl:1][C:2]1[CH:9]=[CH:8][C:5]([C:6]#[N:7])=[C:4]([C:10]2[C:15]([Cl:16])=[CH:14][NH:13][C:12](=[O:17])[CH:11]=2)[CH:3]=1.Br[CH:19]([CH3:23])[C:20]([OH:22])=[O:21], predict the reaction product. The product is: [Cl:16][C:15]1[C:10]([C:4]2[CH:3]=[C:2]([Cl:1])[CH:9]=[CH:8][C:5]=2[C:6]#[N:7])=[CH:11][C:12](=[O:17])[N:13]([CH:19]([CH3:23])[C:20]([OH:22])=[O:21])[CH:14]=1.[ClH:1]. (5) Given the reactants [CH3:1][O:2][C:3]([C@@H:5]1[CH2:9][C@@H:8](OS(C2C=CC(C)=CC=2)(=O)=O)[CH2:7][N:6]1[C:21]([O:23][C:24]([CH3:27])([CH3:26])[CH3:25])=[O:22])=[O:4].[N-:28]=[N+:29]=[N-:30].[Na+], predict the reaction product. The product is: [CH3:1][O:2][C:3]([C@@H:5]1[CH2:9][C@H:8]([N:28]=[N+:29]=[N-:30])[CH2:7][N:6]1[C:21]([O:23][C:24]([CH3:27])([CH3:26])[CH3:25])=[O:22])=[O:4]. (6) Given the reactants [CH2:1]([O:8][C:9]([NH:11][CH2:12][CH2:13][C:14](=O)[CH2:15][C:16]([O:18]CC)=O)=[O:10])[C:2]1[CH:7]=[CH:6][CH:5]=[CH:4][CH:3]=1.C(N1[CH2:34][CH2:33][CH:32]([C:35]2[N:36](C3CC3)[N:37]=[CH:38][C:39]=2[CH:40]=O)CC1)(OC(C)(C)C)=O, predict the reaction product. The product is: [CH2:1]([O:8][C:9](=[O:10])[NH:11][CH2:12][CH2:13][C:14]1[N:36]([C:35]2[CH:32]=[CH:33][CH:34]=[CH:40][CH:39]=2)[N:37]=[CH:38][C:15]=1[CH:16]=[O:18])[C:2]1[CH:3]=[CH:4][CH:5]=[CH:6][CH:7]=1. (7) The product is: [F:36][C:32]1[N:31]=[C:30]([C:9]2[CH2:14][CH2:13][N:12]([C:15]([O:17][C:18]([CH3:19])([CH3:20])[CH3:21])=[O:16])[CH2:11][CH:10]=2)[CH:35]=[CH:34][CH:33]=1. Given the reactants CC1(C)C(C)(C)OB([C:9]2[CH2:14][CH2:13][N:12]([C:15]([O:17][C:18]([CH3:21])([CH3:20])[CH3:19])=[O:16])[CH2:11][CH:10]=2)O1.C(=O)([O-])[O-].[K+].[K+].Cl[C:30]1[CH:35]=[CH:34][CH:33]=[C:32]([F:36])[N:31]=1, predict the reaction product. (8) Given the reactants [CH3:1][C:2]1([CH3:9])[NH:6][C:5](=[O:7])[NH:4][C:3]1=[O:8].[H-].[Na+].[C:12]1([S:22](Cl)(=[O:24])=[O:23])[C:21]2[C:16](=[CH:17][CH:18]=[CH:19][CH:20]=2)[CH:15]=[CH:14][CH:13]=1, predict the reaction product. The product is: [CH3:1][C:2]1([CH3:9])[N:6]([S:22]([C:12]2[C:21]3[C:16](=[CH:17][CH:18]=[CH:19][CH:20]=3)[CH:15]=[CH:14][CH:13]=2)(=[O:24])=[O:23])[C:5](=[O:7])[N:4]([S:22]([C:12]2[C:21]3[C:16](=[CH:17][CH:18]=[CH:19][CH:20]=3)[CH:15]=[CH:14][CH:13]=2)(=[O:24])=[O:23])[C:3]1=[O:8]. (9) Given the reactants [CH3:1][C:2]1[CH:3]=[C:4]([CH:8]=[CH:9][N:10]=1)[C:5]([OH:7])=O.CN(C(ON1N=NC2C=CC=NC1=2)=[N+](C)C)C.F[P-](F)(F)(F)(F)F.[F:35][C:36]1[CH:41]=[CH:40][C:39]([C:42]2[C:50]3[O:49][C:48]([NH2:51])=[N:47][C:46]=3[C:45]([O:52][CH3:53])=[CH:44][CH:43]=2)=[CH:38][CH:37]=1, predict the reaction product. The product is: [F:35][C:36]1[CH:37]=[CH:38][C:39]([C:42]2[C:50]3[O:49][C:48]([NH:51][C:5](=[O:7])[C:4]4[CH:8]=[CH:9][N:10]=[C:2]([CH3:1])[CH:3]=4)=[N:47][C:46]=3[C:45]([O:52][CH3:53])=[CH:44][CH:43]=2)=[CH:40][CH:41]=1. (10) Given the reactants [CH3:1][O:2][C:3]1[CH:24]=[C:23]([O:25][CH3:26])[CH:22]=[CH:21][C:4]=1[CH2:5][N:6]1[C:12](=[O:13])[C:11]2[CH:14]=[C:15]([O:18][CH3:19])[CH:16]=[CH:17][C:10]=2[NH:9][C:8](=O)[CH2:7]1.CN(C)C1C=CC(C)=CC=1.[Cl-:37].[P+]=O, predict the reaction product. The product is: [Cl:37][C:8]1[CH2:7][N:6]([CH2:5][C:4]2[CH:21]=[CH:22][C:23]([O:25][CH3:26])=[CH:24][C:3]=2[O:2][CH3:1])[C:12](=[O:13])[C:11]2[CH:14]=[C:15]([O:18][CH3:19])[CH:16]=[CH:17][C:10]=2[N:9]=1.